This data is from Reaction yield outcomes from USPTO patents with 853,638 reactions. The task is: Predict the reaction yield, written as a fraction of the theoretical maximum amount of product (1.0 means a 100% yield; for example, 0.34 means a 34% yield). (1) The reactants are Br[C:2]1[N:3]=[C:4]([C@@H:12]2[CH2:20][CH2:19][C@@H:18]3[N:14]([CH2:15][CH2:16][CH2:17]3)[CH2:13]2)[N:5]2[CH:10]=[CH:9][N:8]=[C:7]([NH2:11])[C:6]=12.CC1(C)C(C)(C)OB([C:29]2[CH:47]=[CH:46][C:32]([C:33]([NH:35][C:36]3[CH:41]=[C:40]([C:42]([F:45])([F:44])[F:43])[CH:39]=[CH:38][N:37]=3)=[O:34])=[CH:31][CH:30]=2)O1.O. The catalyst is O1CCOCC1.O. The product is [NH2:11][C:7]1[C:6]2[N:5]([C:4]([C@@H:12]3[CH2:20][CH2:19][C@@H:18]4[N:14]([CH2:15][CH2:16][CH2:17]4)[CH2:13]3)=[N:3][C:2]=2[C:29]2[CH:47]=[CH:46][C:32]([C:33]([NH:35][C:36]3[CH:41]=[C:40]([C:42]([F:43])([F:44])[F:45])[CH:39]=[CH:38][N:37]=3)=[O:34])=[CH:31][CH:30]=2)[CH:10]=[CH:9][N:8]=1. The yield is 0.387. (2) The reactants are [C:1]([CH2:4][C:5]1[C:6]([F:16])=[C:7]([O:14][CH3:15])[CH:8]=[CH:9][C:10]=1[N+:11]([O-])=O)(=O)[CH3:2].C([O-])(=O)C.[NH4+]. The catalyst is CC(C)=O.[Cl-].[Cl-].[Cl-].[Ti+3]. The product is [F:16][C:6]1[C:7]([O:14][CH3:15])=[CH:8][CH:9]=[C:10]2[C:5]=1[CH:4]=[C:1]([CH3:2])[NH:11]2. The yield is 0.900. (3) The reactants are [Cl:1][C:2]1[CH:3]=[C:4]2[C:9](=[CH:10][C:11]=1[O:12][C:13]1[CH:18]=[CH:17][C:16]([C:19](=[O:32])[NH:20][CH:21]([CH2:30][OH:31])[CH2:22][C:23]3[CH:28]=[CH:27][C:26]([Cl:29])=[CH:25][CH:24]=3)=[CH:15][CH:14]=1)[O:8][CH2:7][CH2:6][CH:5]2[C:33]([OH:35])=[O:34].C[O-].[Na+:38]. The catalyst is CO. The product is [Cl:1][C:2]1[CH:3]=[C:4]2[C:9](=[CH:10][C:11]=1[O:12][C:13]1[CH:18]=[CH:17][C:16]([C:19](=[O:32])[NH:20][CH:21]([CH2:30][OH:31])[CH2:22][C:23]3[CH:28]=[CH:27][C:26]([Cl:29])=[CH:25][CH:24]=3)=[CH:15][CH:14]=1)[O:8][CH2:7][CH2:6][CH:5]2[C:33]([O-:35])=[O:34].[Na+:38]. The yield is 0.959. (4) The product is [C:1]([O:5][C:6](=[O:17])[NH:7][CH2:8][C:9]1[CH:10]=[CH:11][C:12]([CH:15]=[O:16])=[CH:13][CH:14]=1)([CH3:4])([CH3:2])[CH3:3]. The reactants are [C:1]([O:5][C:6](=[O:17])[NH:7][CH2:8][C:9]1[CH:14]=[CH:13][C:12]([CH2:15][OH:16])=[CH:11][CH:10]=1)([CH3:4])([CH3:3])[CH3:2].C1C=C[NH+]=CC=1.[O-][Cr](Cl)(=O)=O.C([O-])(=O)C.[Na+]. The yield is 0.700. The catalyst is ClCCl.C(OCC)(=O)C. (5) The product is [O:18]=[C:19]([OH:31])[C@@H:20]([C@H:22]([C@H:24]([C@@H:26]([C:28]([OH:30])=[O:29])[OH:27])[OH:25])[OH:23])[OH:21].[CH3:1][NH:2][CH:3]([CH2:5]/[CH:6]=[CH:7]/[C:8]1[CH:9]=[N:10][CH:11]=[C:12]([O:14][CH:15]([CH3:17])[CH3:16])[CH:13]=1)[CH3:4].[CH3:1][NH:2][CH:3]([CH2:5]/[CH:6]=[CH:7]/[C:8]1[CH:9]=[N:10][CH:11]=[C:12]([O:14][CH:15]([CH3:17])[CH3:16])[CH:13]=1)[CH3:4]. The yield is 0.931. The reactants are [CH3:1][NH:2][CH:3]([CH2:5]/[CH:6]=[CH:7]/[C:8]1[CH:9]=[N:10][CH:11]=[C:12]([O:14][CH:15]([CH3:17])[CH3:16])[CH:13]=1)[CH3:4].[O:18]=[C:19]([OH:31])[C@@H:20]([C@H:22]([C@H:24]([C@@H:26]([C:28]([OH:30])=[O:29])[OH:27])[OH:25])[OH:23])[OH:21].O. The catalyst is CO. (6) The reactants are Cl.[N:2]12[CH2:9][CH2:8][CH:5]([CH2:6][CH2:7]1)[CH:4]([CH2:10][C:11]([OH:13])=O)[CH2:3]2.CN(C(ON1N=NC2C=CC=NC1=2)=[N+](C)C)C.F[P-](F)(F)(F)(F)F.[Br:38][C:39]1[CH:44]=[CH:43][C:42]([C:45]([NH2:48])([CH3:47])[CH3:46])=[CH:41][CH:40]=1.C(N(CC)CC)C. The catalyst is CN(C=O)C. The product is [Br:38][C:39]1[CH:40]=[CH:41][C:42]([C:45]([NH:48][C:11](=[O:13])[CH2:10][CH:4]2[CH:5]3[CH2:6][CH2:7][N:2]([CH2:9][CH2:8]3)[CH2:3]2)([CH3:46])[CH3:47])=[CH:43][CH:44]=1. The yield is 0.760. (7) The reactants are Br[C:2]1[CH:7]=[CH:6][C:5]([F:8])=[CH:4][C:3]=1[CH3:9].[C:10]([Cu])#[N:11]. The catalyst is CN(C=O)C.O. The product is [F:8][C:5]1[CH:6]=[CH:7][C:2]([C:10]#[N:11])=[C:3]([CH3:9])[CH:4]=1. The yield is 0.600.